The task is: Predict the product of the given reaction.. This data is from Forward reaction prediction with 1.9M reactions from USPTO patents (1976-2016). (1) The product is: [CH3:13][O:12][C:3]1[CH:4]=[CH:5][C:6]2[C:7](=[O:11])[CH2:8][O:9][C:10]=2[C:2]=1[O:1][CH:30]1[CH2:31][CH2:32][N:27]([C:20]([O:22][C:23]([CH3:26])([CH3:25])[CH3:24])=[O:21])[CH2:28][CH2:29]1. Given the reactants [OH:1][C:2]1[C:10]2[O:9][CH2:8][C:7](=[O:11])[C:6]=2[CH:5]=[CH:4][C:3]=1[O:12][CH3:13].C(=O)([O-])[O-].[K+].[K+].[C:20]([N:27]1[CH2:32][CH2:31][CH:30](Br)[CH2:29][CH2:28]1)([O:22][C:23]([CH3:26])([CH3:25])[CH3:24])=[O:21].C(OCC)(=O)C, predict the reaction product. (2) Given the reactants Br[C:2]1[CH:3]=[C:4]([CH:7]=[CH:8][C:9]=1[CH2:10][CH3:11])[CH:5]=[O:6].[CH3:12][O:13][C:14]1[CH:19]=[CH:18][C:17](B(O)O)=[CH:16][CH:15]=1.C([O-])([O-])=O.[Na+].[Na+], predict the reaction product. The product is: [CH2:10]([C:9]1[CH:8]=[CH:7][C:4]([CH:5]=[O:6])=[CH:3][C:2]=1[C:17]1[CH:18]=[CH:19][C:14]([O:13][CH3:12])=[CH:15][CH:16]=1)[CH3:11]. (3) Given the reactants [C:1]1([NH:7][C:8](=[O:23])[CH:9]([C:17]2[S:21][N:20]=[C:19]([CH3:22])[N:18]=2)[CH2:10][CH2:11][CH2:12][CH2:13][CH2:14][C:15]#[N:16])[CH:6]=[CH:5][CH:4]=[CH:3][CH:2]=1.CO.[OH2:26].[NH2:27]O.O, predict the reaction product. The product is: [C:1]1([NH:7][C:8](=[O:23])[CH:9]([C:17]2[S:21][N:20]=[C:19]([CH3:22])[N:18]=2)[CH2:10][CH2:11][CH2:12][CH2:13][CH2:14][C:15](=[NH:27])[NH:16][OH:26])[CH:6]=[CH:5][CH:4]=[CH:3][CH:2]=1. (4) Given the reactants [F:1][C:2]([F:29])([F:28])[C:3]1[CH:8]=[CH:7][N:6]=[C:5]([N:9]2[CH2:14][CH2:13][CH:12]([CH2:15][NH:16][C:17]([C:19]3[CH:27]=[CH:26][C:22]([C:23](O)=[O:24])=[CH:21][CH:20]=3)=[O:18])[CH2:11][CH2:10]2)[N:4]=1.[C:30](Cl)(=O)[C:31](Cl)=O.C[N:37]([CH3:40])C=O, predict the reaction product. The product is: [C:17]([C:19]1[CH:20]=[C:21]([C:31]2[CH:30]=[CH:7][CH:8]=[CH:3][C:2]=2[F:1])[C:22]2[O:24][C:23]([C:22]3[CH:26]=[CH:27][C:19]([C:17]([NH:16][CH2:15][CH:12]4[CH2:11][CH2:10][N:9]([C:5]5[N:4]=[C:3]([C:2]([F:29])([F:28])[F:1])[CH:8]=[CH:7][N:6]=5)[CH2:14][CH2:13]4)=[O:18])=[CH:20][CH:21]=3)=[N:37][C:40]=2[CH:27]=1)#[N:16]. (5) Given the reactants [CH2:1]([CH:8]1[C:16]2[C:11](=[CH:12][CH:13]=[C:14]([OH:17])[CH:15]=2)[CH2:10][CH:9]1[NH:18][C:19](=[O:23])[O:20][CH2:21][CH3:22])[C:2]1[CH:7]=[CH:6][CH:5]=[CH:4][CH:3]=1.C(=O)([O-])[O-].[Cs+].[Cs+].Br[CH2:31][CH2:32][NH:33]C(=O)OC(C)(C)C, predict the reaction product. The product is: [NH2:33][CH2:32][CH2:31][O:17][C:14]1[CH:15]=[C:16]2[C:11]([CH2:10][CH:9]([NH:18][C:19](=[O:23])[O:20][CH2:21][CH3:22])[CH:8]2[CH2:1][C:2]2[CH:7]=[CH:6][CH:5]=[CH:4][CH:3]=2)=[CH:12][CH:13]=1. (6) Given the reactants [C:1]1([C:7]2[CH:12]=[CH:11][CH:10]=[CH:9][C:8]=2[OH:13])[CH:6]=[CH:5][CH:4]=[CH:3][CH:2]=1.C(N(CC)CC)C.[C:21](Cl)(=[O:28])[C:22]1[CH:27]=[CH:26][CH:25]=[CH:24][CH:23]=1, predict the reaction product. The product is: [C:21]([O:13][C:8]1[CH:9]=[CH:10][CH:11]=[CH:12][C:7]=1[C:1]1[CH:2]=[CH:3][CH:4]=[CH:5][CH:6]=1)(=[O:28])[C:22]1[CH:27]=[CH:26][CH:25]=[CH:24][CH:23]=1. (7) Given the reactants C1(C2C(O[C@@H]3CCCNC3)=CC(F)=C(C=2)C(OC)=O)CC1.[CH:22]1([C:25]2[C:26]([O:39][CH2:40][C@@H:41]3[CH2:46][CH2:45][C@@H:44]([CH3:47])[NH:43][CH2:42]3)=[CH:27][C:28]([F:38])=[C:29]([CH:37]=2)[C:30]([O:32][C:33]([CH3:36])([CH3:35])[CH3:34])=[O:31])[CH2:24][CH2:23]1.[Cl:48][C:49]1[CH:54]=[C:53]([CH:55](Cl)C)[CH:52]=[C:51]([Cl:58])[CH:50]=1.ClC1C=C(CCl)C=C(Cl)C=1, predict the reaction product. The product is: [CH:22]1([C:25]2[C:26]([O:39][CH2:40][C@@H:41]3[CH2:46][CH2:45][C@@H:44]([CH3:47])[N:43]([CH2:55][C:53]4[CH:54]=[C:49]([Cl:48])[CH:50]=[C:51]([Cl:58])[CH:52]=4)[CH2:42]3)=[CH:27][C:28]([F:38])=[C:29]([CH:37]=2)[C:30]([O:32][C:33]([CH3:35])([CH3:36])[CH3:34])=[O:31])[CH2:24][CH2:23]1.